Dataset: Reaction yield outcomes from USPTO patents with 853,638 reactions. Task: Predict the reaction yield, written as a fraction of the theoretical maximum amount of product (1.0 means a 100% yield; for example, 0.34 means a 34% yield). (1) The reactants are [Br:1][C:2]1[CH:3]=[CH:4][C:5]2[O:11][CH2:10][CH2:9][N:8]3[CH:12]=[C:13](I)[N:14]=[C:7]3[C:6]=2[CH:16]=1.[CH:17]([N:20]1[CH:24]=[N:23][CH:22]=[N:21]1)([CH3:19])[CH3:18].C(=O)([O-])[O-].[Cs+].[Cs+].CN(C=O)C. The catalyst is CCOC(C)=O.[Cu]I.CC([O-])=O.CC([O-])=O.[Pd+2]. The product is [Br:1][C:2]1[CH:3]=[CH:4][C:5]2[O:11][CH2:10][CH2:9][N:8]3[CH:12]=[C:13]([C:24]4[N:20]([CH:17]([CH3:19])[CH3:18])[N:21]=[CH:22][N:23]=4)[N:14]=[C:7]3[C:6]=2[CH:16]=1. The yield is 0.0500. (2) The reactants are [F:1][C:2]1[CH:22]=[C:21]([NH:23][C:24]([C:26]2([C:29](=[O:38])[NH:30][C:31]3[CH:36]=[CH:35][C:34]([F:37])=[CH:33][CH:32]=3)[CH2:28][CH2:27]2)=[O:25])[C:20]([F:39])=[CH:19][C:3]=1[O:4][C:5]1[CH:10]=[CH:9][N:8]=[C:7]([NH:11]C(=O)OC(C)(C)C)[CH:6]=1.C(O)(C(F)(F)F)=O. The catalyst is ClCl. The product is [NH2:11][C:7]1[CH:6]=[C:5]([O:4][C:3]2[C:2]([F:1])=[CH:22][C:21]([NH:23][C:24]([C:26]3([C:29]([NH:30][C:31]4[CH:32]=[CH:33][C:34]([F:37])=[CH:35][CH:36]=4)=[O:38])[CH2:28][CH2:27]3)=[O:25])=[C:20]([F:39])[CH:19]=2)[CH:10]=[CH:9][N:8]=1. The yield is 0.820. (3) The reactants are [H-].[Na+].[NH:3]1[C:11]2[C:6](=[CH:7][CH:8]=[CH:9][CH:10]=2)[C:5]([CH2:12][C:13]#[N:14])=[CH:4]1.Br[CH2:16][CH2:17][CH2:18][O:19]C(=O)C.[OH-:23].[K+].Cl. The catalyst is CN(C=O)C.CCOC(C)=O.C(O)(C)(C)C. The product is [OH:19][CH2:18][CH2:17][CH2:16][NH:14][C:13](=[O:23])[CH2:12][C:5]1[C:6]2[C:11](=[CH:10][CH:9]=[CH:8][CH:7]=2)[NH:3][CH:4]=1. The yield is 0.600.